This data is from Forward reaction prediction with 1.9M reactions from USPTO patents (1976-2016). The task is: Predict the product of the given reaction. (1) Given the reactants Cl.[Cl:2][C:3]1[CH:15]=[CH:14][C:6]([O:7][CH:8]2[CH2:13][CH2:12][NH:11][CH2:10][CH2:9]2)=[CH:5][C:4]=1[F:16].FC1C=C(O)C=C[C:23]=1[O:24]C, predict the reaction product. The product is: [ClH:2].[F:16][C:4]1[CH:5]=[C:6]([CH:14]=[CH:15][C:3]=1[O:24][CH3:23])[O:7][CH:8]1[CH2:13][CH2:12][NH:11][CH2:10][CH2:9]1. (2) Given the reactants [OH:1][CH2:2][C:3]1[CH:4]=[C:5]([CH:29]=[CH:30][C:31]=1[CH2:32][OH:33])[CH2:6][O:7][C:8]1[CH:9]=[CH:10][C:11]([CH2:27][CH3:28])=[C:12]([C:14]2[CH:19]=[CH:18][C:17]([C:20](=[O:23])[CH2:21][CH3:22])=[CH:16][C:15]=2[CH:24]([CH3:26])[CH3:25])[CH:13]=1.[CH2:34]([Mg]Br)[CH3:35], predict the reaction product. The product is: [CH2:27]([C:11]1[C:12]([C:14]2[CH:19]=[CH:18][C:17]([C:20]([CH2:34][CH3:35])([OH:23])[CH2:21][CH3:22])=[CH:16][C:15]=2[CH:24]([CH3:26])[CH3:25])=[CH:13][C:8]([O:7][CH2:6][C:5]2[CH:29]=[CH:30][C:31]([CH2:32][OH:33])=[C:3]([CH2:2][OH:1])[CH:4]=2)=[CH:9][CH:10]=1)[CH3:28].